This data is from Full USPTO retrosynthesis dataset with 1.9M reactions from patents (1976-2016). The task is: Predict the reactants needed to synthesize the given product. (1) Given the product [C:9]([O:13][C:14]([N:4]1[CH2:5][CH2:6][CH2:7][CH2:8][CH:3]1[CH2:1][CH3:2])=[O:15])([CH3:12])([CH3:11])[CH3:10], predict the reactants needed to synthesize it. The reactants are: [CH2:1]([CH:3]1[CH2:8][CH2:7][CH2:6][CH2:5][NH:4]1)[CH3:2].[C:9]([O:13][C:14](O[C:14]([O:13][C:9]([CH3:12])([CH3:11])[CH3:10])=[O:15])=[O:15])([CH3:12])([CH3:11])[CH3:10].O1CCOCC1. (2) Given the product [Br:1][C:2]1[C:3]([CH3:12])=[CH:4][C:5]([CH3:11])=[CH:6][C:7]=1[NH2:8], predict the reactants needed to synthesize it. The reactants are: [Br:1][C:2]1[C:7]([N+:8]([O-])=O)=[CH:6][C:5]([CH3:11])=[CH:4][C:3]=1[CH3:12].Cl.CCO.